From a dataset of Peptide-MHC class II binding affinity with 134,281 pairs from IEDB. Regression. Given a peptide amino acid sequence and an MHC pseudo amino acid sequence, predict their binding affinity value. This is MHC class II binding data. The peptide sequence is LNKIVRMYSPVSILDI. The MHC is DRB1_1201 with pseudo-sequence DRB1_1201. The binding affinity (normalized) is 0.640.